Dataset: Forward reaction prediction with 1.9M reactions from USPTO patents (1976-2016). Task: Predict the product of the given reaction. (1) Given the reactants [N:1]1[CH:2]=[C:3]([C:10]([OH:12])=O)[N:4]2[CH:9]=[CH:8][CH:7]=[CH:6][C:5]=12.ClC1C=C(Cl)C=C(Cl)C=1C(Cl)=O.C(N(CC)CC)C.[CH2:32]([C:34]1[C:42]2[C:41]([NH2:43])=[CH:40][CH:39]=[CH:38][C:37]=2[N:36]([CH2:44][C:45]2[CH:49]=[CH:48][N:47]([CH3:50])[N:46]=2)[N:35]=1)[CH3:33], predict the reaction product. The product is: [CH2:32]([C:34]1[C:42]2[C:37](=[CH:38][CH:39]=[CH:40][C:41]=2[NH:43][C:10]([C:3]2[N:4]3[CH:9]=[CH:8][CH:7]=[CH:6][C:5]3=[N:1][CH:2]=2)=[O:12])[N:36]([CH2:44][C:45]2[CH:49]=[CH:48][N:47]([CH3:50])[N:46]=2)[N:35]=1)[CH3:33]. (2) Given the reactants [Br:1][C:2]1[CH:7]=[C:6]([CH3:8])[CH:5]=[C:4]([O:9][CH3:10])[CH:3]=1.N1C=CC=CC=1.[O-:17][Mn](=O)(=O)=O.[K+].[OH2:23], predict the reaction product. The product is: [Br:1][C:2]1[CH:7]=[C:6]([CH:5]=[C:4]([O:9][CH3:10])[CH:3]=1)[C:8]([OH:17])=[O:23]. (3) Given the reactants [OH:1][CH2:2][CH2:3][N:4]1[C:8](=[O:9])[CH2:7][CH2:6][C:5]1=[O:10].C(N(CC)CC)C.[CH3:18][S:19](Cl)(=[O:21])=[O:20], predict the reaction product. The product is: [CH3:18][S:19]([O:1][CH2:2][CH2:3][N:4]1[C:8](=[O:9])[CH2:7][CH2:6][C:5]1=[O:10])(=[O:21])=[O:20].